From a dataset of Catalyst prediction with 721,799 reactions and 888 catalyst types from USPTO. Predict which catalyst facilitates the given reaction. (1) Reactant: [Li+].C[Si]([N-][Si](C)(C)C)(C)C.[CH3:11][O:12][CH:13]=[CH:14][C:15](=[O:17])[CH3:16].[CH3:18][C:19]1([C:22](Cl)=[O:23])[CH2:21][CH2:20]1. Product: [OH:23][C:22]([C:19]1([CH3:18])[CH2:21][CH2:20]1)=[CH:16][C:15](=[O:17])[CH:14]=[CH:13][O:12][CH3:11]. The catalyst class is: 1. (2) Reactant: [CH:1]([C:4]1[C:8]([C:9]([O:11]CC)=O)=[CH:7][NH:6][N:5]=1)([CH3:3])[CH3:2].[H-].[Na+].Cl[C:17]1[CH:22]=[CH:21][C:20]([Cl:23])=[CH:19][N:18]=1.[Cl-].[NH4+]. Product: [Cl:23][C:20]1[CH:21]=[CH:22][C:17]([N:6]2[CH:7]=[C:8]([CH2:9][OH:11])[C:4]([CH:1]([CH3:2])[CH3:3])=[N:5]2)=[N:18][CH:19]=1. The catalyst class is: 9.